From a dataset of Full USPTO retrosynthesis dataset with 1.9M reactions from patents (1976-2016). Predict the reactants needed to synthesize the given product. (1) The reactants are: [CH2:1]([O:3][C:4]([C:6]1[C:7]2[C:22](=[O:23])[CH2:21][CH2:20][CH2:19][CH2:18][C:8]=2[N:9]([C:11]([O:13][C:14]([CH3:17])([CH3:16])[CH3:15])=[O:12])[CH:10]=1)=[O:5])[CH3:2].[Na+].[I-].C(N(CC)CC)C.[CH3:33][Si:34](Cl)([CH3:36])[CH3:35]. Given the product [CH2:1]([O:3][C:4]([C:6]1[C:7]2[C:22]([O:23][Si:34]([CH3:36])([CH3:35])[CH3:33])=[CH:21][CH2:20][CH2:19][CH2:18][C:8]=2[N:9]([C:11]([O:13][C:14]([CH3:17])([CH3:15])[CH3:16])=[O:12])[CH:10]=1)=[O:5])[CH3:2], predict the reactants needed to synthesize it. (2) Given the product [Cl:1][C:2]1[CH:10]=[CH:9][C:5]([C:6]([N:21]2[C:22]3[CH:28]=[CH:27][CH:26]=[CH:25][C:23]=3[CH2:24][N:18]3[CH:17]=[CH:16][CH:15]=[C:19]3[CH2:20]2)=[O:7])=[CH:4][C:3]=1[S:11]([NH2:12])(=[O:14])=[O:13], predict the reactants needed to synthesize it. The reactants are: [Cl:1][C:2]1[CH:10]=[CH:9][C:5]([C:6](Cl)=[O:7])=[CH:4][C:3]=1[S:11](=[O:14])(=[O:13])[NH2:12].[CH:15]1[CH:16]=[CH:17][N:18]2[CH2:24][C:23]3[CH:25]=[CH:26][CH:27]=[CH:28][C:22]=3[NH:21][CH2:20][C:19]=12.CN(C)C1C=CC=CC=1.O. (3) The reactants are: [Cl:1][C:2]1[CH:8]=[C:7]([O:9][C:10]2[C:19]3[C:14](=[CH:15][C:16]([O:22][CH3:23])=[C:17]([O:20][CH3:21])[CH:18]=3)[N:13]=[CH:12][N:11]=2)[CH:6]=[CH:5][C:3]=1[NH2:4].Cl[C:25](Cl)([O:27][C:28](=[O:34])OC(Cl)(Cl)Cl)Cl.[CH:36]1(CO)[CH2:39][CH2:38][CH2:37]1.C(=O)(O)[O-].[Na+]. Given the product [Cl:1][C:2]1[CH:8]=[C:7]([O:9][C:10]2[C:19]3[C:14](=[CH:15][C:16]([O:22][CH3:23])=[C:17]([O:20][CH3:21])[CH:18]=3)[N:13]=[CH:12][N:11]=2)[CH:6]=[CH:5][C:3]=1[NH:4][C:28](=[O:34])[O:27][CH2:25][CH:36]1[CH2:39][CH2:38][CH2:37]1, predict the reactants needed to synthesize it. (4) The reactants are: C(C1C=C(C(N)C)C=CC=1C1C=C(F)C=CC=1OC)C=C.BrC1C=CC(C(N)C)=C(Cl)C=1.ClC1C=CC(OC)=C(B(O)O)C=1.FC1C=C(C2C=C(F)C=CC=2OC)C=CC=1C(NS(C1C(C(F)(F)F)=NN(C)C=1)(=O)=O)C.[Cl:77][C:78]1[CH:79]=[CH:80][C:81]([O:94][CH3:95])=[C:82]([C:84]2[CH:89]=[CH:88][C:87]([CH:90]([NH2:92])[CH3:91])=[C:86]([F:93])[CH:85]=2)[CH:83]=1.[F:96][C:97]1[CH:98]=[C:99]([S:104](Cl)(=[O:106])=[O:105])[CH:100]=[CH:101][C:102]=1[F:103]. Given the product [Cl:77][C:78]1[CH:79]=[CH:80][C:81]([O:94][CH3:95])=[C:82]([C:84]2[CH:89]=[CH:88][C:87]([CH:90]([NH2:92])[CH3:91])=[C:86]([F:93])[CH:85]=2)[CH:83]=1.[Cl:77][C:78]1[CH:79]=[CH:80][C:81]([O:94][CH3:95])=[C:82]([C:84]2[CH:89]=[CH:88][C:87]([CH:90]([NH:92][S:104]([C:99]3[CH:100]=[CH:101][C:102]([F:103])=[C:97]([F:96])[CH:98]=3)(=[O:106])=[O:105])[CH3:91])=[C:86]([F:93])[CH:85]=2)[CH:83]=1, predict the reactants needed to synthesize it. (5) Given the product [C:1]([O:5][C:6]([N:8]1[CH2:12][C@@H:11]([CH2:13][N:14]([CH:31]([CH3:32])[CH3:33])[C:15](=[O:30])[C:16]2[CH:21]=[CH:20][C:19]([O:22][CH3:23])=[C:18]([O:24][CH2:25][CH2:26][CH2:27][O:28][CH3:29])[CH:17]=2)[C@H:10]([NH:34][CH2:44][CH:36]([OH:35])[CH2:37][C:38]2[CH:43]=[CH:42][CH:41]=[CH:40][CH:39]=2)[CH2:9]1)=[O:7])([CH3:3])([CH3:4])[CH3:2], predict the reactants needed to synthesize it. The reactants are: [C:1]([O:5][C:6]([N:8]1[CH2:12][C@@H:11]([CH2:13][N:14]([CH:31]([CH3:33])[CH3:32])[C:15](=[O:30])[C:16]2[CH:21]=[CH:20][C:19]([O:22][CH3:23])=[C:18]([O:24][CH2:25][CH2:26][CH2:27][O:28][CH3:29])[CH:17]=2)[C@H:10]([NH2:34])[CH2:9]1)=[O:7])([CH3:4])([CH3:3])[CH3:2].[O:35]1[CH2:44][CH:36]1[CH2:37][C:38]1[CH:43]=[CH:42][CH:41]=[CH:40][CH:39]=1. (6) The reactants are: [CH3:1][C:2]1([CH3:13])[C:11]2[C:6](=[CH:7][CH:8]=[C:9]([CH3:12])[CH:10]=2)[CH2:5][CH2:4][CH2:3]1.Br([O-])(=O)=[O:15].[K+].[N+]([O-])([O-])=O.[NH4+].[Ce]. Given the product [CH3:1][C:2]1([CH3:13])[C:11]2[C:6](=[CH:7][CH:8]=[C:9]([CH3:12])[CH:10]=2)[C:5](=[O:15])[CH2:4][CH2:3]1, predict the reactants needed to synthesize it.